Task: Predict the product of the given reaction.. Dataset: Forward reaction prediction with 1.9M reactions from USPTO patents (1976-2016) (1) Given the reactants [Cl:1][C:2]1[CH:3]=[C:4]([CH:8]=[C:9]([F:13])[C:10]=1[O:11][CH3:12])[C:5](O)=[O:6].C1(C)C=CC=CC=1.S(Cl)([Cl:23])=O, predict the reaction product. The product is: [Cl:1][C:2]1[CH:3]=[C:4]([CH:8]=[C:9]([F:13])[C:10]=1[O:11][CH3:12])[C:5]([Cl:23])=[O:6]. (2) Given the reactants Cl[C:2]1[NH:7][C:6]2[CH:8]=[C:9]([Cl:11])[S:10][C:5]=2[S:4](=[O:13])(=[O:12])[N:3]=1.[F-:14].[K+], predict the reaction product. The product is: [Cl:11][C:9]1[S:10][C:5]2[S:4](=[O:13])(=[O:12])[N:3]=[C:2]([F:14])[NH:7][C:6]=2[CH:8]=1. (3) The product is: [C:16]([O:19][C@H:20]1[CH2:37][CH2:36][C@@:35]2([CH3:38])[C@@H:22]([CH2:23][CH2:24][C@:25]3([CH3:49])[C@@H:34]2[CH2:33][CH2:32][C@H:31]2[C@@:26]3([CH3:48])[CH2:27][CH2:28][C@@:29]3([C:45]([N:6]4[CH2:7][CH2:8][N:3]([CH2:1][CH3:2])[CH2:4][CH2:5]4)=[O:46])[CH2:41][CH2:40][C@@H:39]([C:42]([CH3:44])=[CH2:43])[C@@H:30]32)[C:21]1([CH3:51])[CH3:50])(=[O:18])[CH3:17]. Given the reactants [CH2:1]([N:3]1[CH2:8][CH2:7][NH:6][CH2:5][CH2:4]1)[CH3:2].C(N(CC)CC)C.[C:16]([O:19][C@H:20]1[CH2:37][CH2:36][C@@:35]2([CH3:38])[C@@H:22]([CH2:23][CH2:24][C@:25]3([CH3:49])[C@@H:34]2[CH2:33][CH2:32][C@H:31]2[C@@:26]3([CH3:48])[CH2:27][CH2:28][C@@:29]3([C:45](Cl)=[O:46])[CH2:41][CH2:40][C@@H:39]([C:42]([CH3:44])=[CH2:43])[C@@H:30]32)[C:21]1([CH3:51])[CH3:50])(=[O:18])[CH3:17], predict the reaction product. (4) Given the reactants [C:1]1([C:7]2[O:11][C:10]([SH:12])=[N:9][N:8]=2)[CH:6]=[CH:5][CH:4]=[CH:3][CH:2]=1.Br[CH2:14][C:15](=[O:21])[C:16]([O:18][CH2:19][CH3:20])=[O:17].N1C=CN=C1, predict the reaction product. The product is: [CH2:19]([O:18][C:16](=[O:17])[C:15](=[O:21])[CH2:14][S:12][C:10]1[O:11][C:7]([C:1]2[CH:2]=[CH:3][CH:4]=[CH:5][CH:6]=2)=[N:8][N:9]=1)[CH3:20]. (5) Given the reactants [C:1]([O:5][C:6]([N:8]1[C:12]2[CH:13]=[CH:14][C:15](Br)=[C:16]([CH2:17][CH2:18][CH2:19][NH2:20])[C:11]=2[O:10][CH:9]1[CH2:22][CH3:23])=[O:7])([CH3:4])([CH3:3])[CH3:2].[CH:24]([Sn](CCCC)(CCCC)CCCC)=[CH2:25], predict the reaction product. The product is: [C:1]([O:5][C:6]([N:8]1[C:12]2[CH:13]=[CH:14][C:15]([CH:24]=[CH2:25])=[C:16]([CH2:17][CH2:18][CH2:19][NH2:20])[C:11]=2[O:10][CH:9]1[CH2:22][CH3:23])=[O:7])([CH3:4])([CH3:3])[CH3:2]. (6) Given the reactants C[O:2][C:3]([C:5]1[CH:6]=[C:7]([Cl:24])[CH:8]=[C:9]2[C:14]=1[NH:13][CH:12]([C:15]1[CH:20]=[CH:19][CH:18]=[C:17](Br)[CH:16]=1)[CH2:11][C:10]2([CH3:23])[CH3:22])=[O:4].[O:25]1[CH2:29][CH2:28][NH:27][C:26]1=[O:30].CNCCNC.C(=O)([O-])[O-].[K+].[K+], predict the reaction product. The product is: [Cl:24][C:7]1[CH:8]=[C:9]2[C:14](=[C:5]([C:3]([OH:2])=[O:4])[CH:6]=1)[NH:13][CH:12]([C:15]1[CH:20]=[CH:19][CH:18]=[C:17]([N:27]3[CH2:28][CH2:29][O:25][C:26]3=[O:30])[CH:16]=1)[CH2:11][C:10]2([CH3:23])[CH3:22]. (7) Given the reactants [CH2:1]([NH2:3])[CH3:2].[Br:4][C:5]1[CH:10]=[CH:9][C:8]([C:11]([F:14])([F:13])[F:12])=[CH:7][C:6]=1[S:15](Cl)(=[O:17])=[O:16], predict the reaction product. The product is: [Br:4][C:5]1[CH:10]=[CH:9][C:8]([C:11]([F:13])([F:12])[F:14])=[CH:7][C:6]=1[S:15]([NH:3][CH2:1][CH3:2])(=[O:17])=[O:16].